Dataset: Forward reaction prediction with 1.9M reactions from USPTO patents (1976-2016). Task: Predict the product of the given reaction. (1) Given the reactants [CH:1]1[CH:2]=[CH:3][C:4]2[NH:13][C:12]3[CH:11]=[N:10][CH:9]=[CH:8][C:7]=3[C:5]=2[CH:6]=1.[Br:14]Br, predict the reaction product. The product is: [Br:14][C:2]1[CH:3]=[C:4]2[C:5]([C:7]3[CH:8]=[CH:9][N:10]=[CH:11][C:12]=3[NH:13]2)=[CH:6][CH:1]=1. (2) Given the reactants C[O-].[Na+].[C:4](OC(C)(C)C)(=O)C.C(O[C:15]([C:17]1[CH:18]=[C:19]2[CH:25]=[CH:24][O:23][C:20]2=[CH:21][N:22]=1)=[O:16])C.C(O)(=O)C.Cl, predict the reaction product. The product is: [C:15]([C:17]1[CH:18]=[C:19]2[CH:25]=[CH:24][O:23][C:20]2=[CH:21][N:22]=1)(=[O:16])[CH3:4]. (3) Given the reactants C1([O:7][S:8](=O)(=[O:10])[NH2:9])C=CC=CC=1.[CH3:12][O:13][C:14]([C:16]1([OH:19])[CH2:18][CH2:17]1)=[O:15], predict the reaction product. The product is: [CH3:12][O:13][C:14]([C:16]1([O:19][S:8](=[O:10])(=[O:7])[NH2:9])[CH2:18][CH2:17]1)=[O:15]. (4) Given the reactants [CH3:1][O:2][C:3]1[C:4](=[O:25])[C:5]([CH3:24])=[C:6]([CH2:12][C:13]2[CH:18]=[CH:17][C:16]([CH:19]=[CH:20][C:21]([OH:23])=O)=[CH:15][CH:14]=2)[C:7](=[O:11])[C:8]=1[O:9][CH3:10].[NH:26]1[CH2:31][CH2:30][CH2:29][CH2:28][CH2:27]1, predict the reaction product. The product is: [CH3:1][O:2][C:3]1[C:4](=[O:25])[C:5]([CH3:24])=[C:6]([CH2:12][C:13]2[CH:14]=[CH:15][C:16]([CH:19]=[CH:20][C:21]([N:26]3[CH2:31][CH2:30][CH2:29][CH2:28][CH2:27]3)=[O:23])=[CH:17][CH:18]=2)[C:7](=[O:11])[C:8]=1[O:9][CH3:10]. (5) Given the reactants [NH:1]1[C:5]2[CH:6]=[CH:7][CH:8]=[CH:9][C:4]=2[N:3]=[C:2]1[CH2:10][S:11][C:12]1[N:13]([C:19]2[CH:24]=[CH:23][C:22]([CH3:25])=[CH:21][CH:20]=2)[C:14]([CH:17]=O)=[N:15][N:16]=1.[NH2:26][C:27]1[CH:32]=[CH:31][C:30]([CH3:33])=[CH:29][N:28]=1.C([BH3-])#N.[Na+], predict the reaction product. The product is: [NH:1]1[C:5]2[CH:6]=[CH:7][CH:8]=[CH:9][C:4]=2[N:3]=[C:2]1[CH2:10][S:11][C:12]1[N:13]([C:19]2[CH:24]=[CH:23][C:22]([CH3:25])=[CH:21][CH:20]=2)[C:14]([CH2:17][NH:26][C:27]2[CH:32]=[CH:31][C:30]([CH3:33])=[CH:29][N:28]=2)=[N:15][N:16]=1.